Dataset: Full USPTO retrosynthesis dataset with 1.9M reactions from patents (1976-2016). Task: Predict the reactants needed to synthesize the given product. (1) Given the product [Cl:19][C:17]1[CH:16]=[CH:15][C:11]2[N:12]([CH3:30])[C:13](=[O:14])[CH:7]([CH2:6][C:5]3[CH:4]=[CH:3][CH:1]=[CH:2][C:27]=3[CH2:28][CH3:29])[N:8]=[C:9]([C:20]3[CH:21]=[CH:22][C:23]([OH:26])=[CH:24][CH:25]=3)[C:10]=2[CH:18]=1, predict the reactants needed to synthesize it. The reactants are: [CH2:1]([C:3]1[CH:4]=[C:5]([CH:27]=[CH:28][CH:29]=1)[CH2:6][CH:7]1[C:13](=[O:14])[NH:12][C:11]2[CH:15]=[CH:16][C:17]([Cl:19])=[CH:18][C:10]=2[C:9]([C:20]2[CH:25]=[CH:24][C:23]([OH:26])=[CH:22][CH:21]=2)=[N:8]1)[CH3:2].[CH2:30](C1C=C(C=CC=1)CC1C(=O)N(C)C2C=CC(Cl)=CC=2C(C2C=CC(O)=CC=2)=N1)C.C(C1C=CC(CC2C(=O)N(C)C3C=CC(Cl)=CC=3C(C3C=CC(O)=CC=3)=N2)=CC=1)C.C(C1C=CC(CC2C(=O)NC3C=CC(Cl)=CC=3C(C3C=CC(O)=CC=3)=N2)=CC=1)C. (2) Given the product [F:29][C:2]([F:1])([C:22]1[CH:27]=[CH:26][C:25]([F:28])=[CH:24][CH:23]=1)[C:3]1[N:4]=[C:5]([NH:15][C:16]2[CH:20]=[C:19]([CH3:21])[NH:18][N:17]=2)[C:6]2[S:11][CH:10]=[N:9][C:7]=2[N:8]=1, predict the reactants needed to synthesize it. The reactants are: [F:1][C:2]([F:29])([C:22]1[CH:27]=[CH:26][C:25]([F:28])=[CH:24][CH:23]=1)[C:3]1[N:4]=[C:5]([NH:15][C:16]2[CH:20]=[C:19]([CH3:21])[NH:18][N:17]=2)[C:6]2[S:11][C:10](S(C)=O)=[N:9][C:7]=2[N:8]=1.C([Mg]Cl)C1C=CC=CC=1.C1COCC1. (3) Given the product [OH:41][CH2:40][CH2:39][N:33]([CH3:34])[C@H:23]([C:22]([NH:21][C@H:4]([C:5]([N:7]([C@@H:8]([CH:17]([CH3:18])[CH3:19])/[CH:9]=[C:10](/[C:11]([OH:13])=[O:12])\[CH3:16])[CH3:20])=[O:6])[C:3]([CH3:36])([CH3:37])[CH3:2])=[O:35])[C:24]([CH3:25])([CH3:32])[C:26]1[CH:31]=[CH:30][CH:29]=[CH:28][CH:27]=1, predict the reactants needed to synthesize it. The reactants are: Cl.[CH3:2][C:3]([CH3:37])([CH3:36])[C@H:4]([NH:21][C:22](=[O:35])[C@@H:23]([NH:33][CH3:34])[C:24]([CH3:32])([C:26]1[CH:31]=[CH:30][CH:29]=[CH:28][CH:27]=1)[CH3:25])[C:5]([N:7]([CH3:20])[C@@H:8]([CH:17]([CH3:19])[CH3:18])/[CH:9]=[C:10](\[CH3:16])/[C:11]([O:13]CC)=[O:12])=[O:6].Br[CH2:39][CH2:40][OH:41].CCN(C(C)C)C(C)C.[OH-].[Li+].